Dataset: Merck oncology drug combination screen with 23,052 pairs across 39 cell lines. Task: Regression. Given two drug SMILES strings and cell line genomic features, predict the synergy score measuring deviation from expected non-interaction effect. (1) Drug 1: CCN(CC)CCNC(=O)c1c(C)[nH]c(C=C2C(=O)Nc3ccc(F)cc32)c1C. Drug 2: COC1CC2CCC(C)C(O)(O2)C(=O)C(=O)N2CCCCC2C(=O)OC(C(C)CC2CCC(OP(C)(C)=O)C(OC)C2)CC(=O)C(C)C=C(C)C(O)C(OC)C(=O)C(C)CC(C)C=CC=CC=C1C. Cell line: EFM192B. Synergy scores: synergy=21.2. (2) Drug 1: C=CCn1c(=O)c2cnc(Nc3ccc(N4CCN(C)CC4)cc3)nc2n1-c1cccc(C(C)(C)O)n1. Drug 2: CS(=O)(=O)CCNCc1ccc(-c2ccc3ncnc(Nc4ccc(OCc5cccc(F)c5)c(Cl)c4)c3c2)o1. Cell line: UWB1289BRCA1. Synergy scores: synergy=6.29.